This data is from Reaction yield outcomes from USPTO patents with 853,638 reactions. The task is: Predict the reaction yield, written as a fraction of the theoretical maximum amount of product (1.0 means a 100% yield; for example, 0.34 means a 34% yield). The reactants are C([O:3][C:4]([C:6]1[N:25]([C:26]2[CH:31]=[CH:30][C:29]([O:32][CH:33]([CH3:35])[CH3:34])=[CH:28][CH:27]=2)[C:9]2=[CH:10][N:11]=[C:12]([O:14][C:15]3[CH:20]=[CH:19][CH:18]=[C:17]([C:21]([F:24])([F:23])[F:22])[CH:16]=3)[CH:13]=[C:8]2[CH:7]=1)=[O:5])C.[OH-].[Na+].O1CCOCC1.Cl. The catalyst is O. The product is [CH:33]([O:32][C:29]1[CH:30]=[CH:31][C:26]([N:25]2[C:9]3=[CH:10][N:11]=[C:12]([O:14][C:15]4[CH:20]=[CH:19][CH:18]=[C:17]([C:21]([F:23])([F:22])[F:24])[CH:16]=4)[CH:13]=[C:8]3[CH:7]=[C:6]2[C:4]([OH:5])=[O:3])=[CH:27][CH:28]=1)([CH3:35])[CH3:34]. The yield is 0.630.